Dataset: M1 muscarinic receptor antagonist screen with 61,756 compounds. Task: Binary Classification. Given a drug SMILES string, predict its activity (active/inactive) in a high-throughput screening assay against a specified biological target. (1) The compound is Clc1ccc(C(N2CCN(CC2)c2c(F)cccc2)c2sc3n(nc(n3)C)c2O)cc1. The result is 0 (inactive). (2) The molecule is Brc1oc(C(=O)NCCc2cc3c([nH]c2=O)cc(cc3)C)cc1. The result is 0 (inactive). (3) The molecule is O(c1ccc(cc1)/C=C\C(=N\O)C)CC=C. The result is 0 (inactive).